Dataset: Reaction yield outcomes from USPTO patents with 853,638 reactions. Task: Predict the reaction yield, written as a fraction of the theoretical maximum amount of product (1.0 means a 100% yield; for example, 0.34 means a 34% yield). (1) The reactants are Cl[C:2]1[C:3]([C:10]([OH:12])=[O:11])=[N:4][C:5]([S:8][CH3:9])=[N:6][CH:7]=1.C(=O)([O-])[O-].[K+].[K+].[CH3:19][C:20]1[CH:25]=[CH:24][C:23]([CH3:26])=[CH:22][C:21]=1[N:27]1[C:31]([NH2:32])=[CH:30][C:29]([C:33]2[CH:38]=[CH:37][C:36]([F:39])=[CH:35][CH:34]=2)=[N:28]1. The catalyst is CN(C=O)C.C([O-])(=O)C.[Cu+2].C([O-])(=O)C. The product is [CH3:19][C:20]1[CH:25]=[CH:24][C:23]([CH3:26])=[CH:22][C:21]=1[N:27]1[C:31]([NH:32][C:2]2[C:3]([C:10]([OH:12])=[O:11])=[N:4][C:5]([S:8][CH3:9])=[N:6][CH:7]=2)=[CH:30][C:29]([C:33]2[CH:34]=[CH:35][C:36]([F:39])=[CH:37][CH:38]=2)=[N:28]1. The yield is 0.123. (2) The reactants are [CH:1]([C:4]1[N:9]=[C:8]([CH2:10][N:11]2[C:19]3[C:14](=[C:15]([N+:20]([O-])=O)[CH:16]=[CH:17][CH:18]=3)[C:13]([CH3:23])=[N:12]2)[CH:7]=[CH:6][CH:5]=1)([CH3:3])[CH3:2].C(O)C.[Cl-].[NH4+]. The catalyst is O.[Fe]. The product is [CH:1]([C:4]1[N:9]=[C:8]([CH2:10][N:11]2[C:19]3[CH:18]=[CH:17][CH:16]=[C:15]([NH2:20])[C:14]=3[C:13]([CH3:23])=[N:12]2)[CH:7]=[CH:6][CH:5]=1)([CH3:3])[CH3:2]. The yield is 0.560. (3) The reactants are I[C:2]1[CH:3]=[CH:4][C:5]2[N:6]([CH:8]=[C:9]([NH:11][C:12]([CH:14]3[CH2:16][CH:15]3C)=[O:13])[N:10]=2)[N:7]=1.C(=O)([O-])[O-].[K+].[K+].[NH2:24][C:25]1[CH:30]=[CH:29][C:28]([SH:31])=[CH:27][CH:26]=1.O. The catalyst is CN(C)C=O. The product is [NH2:24][C:25]1[CH:30]=[CH:29][C:28]([S:31][C:2]2[CH:3]=[CH:4][C:5]3[N:6]([CH:8]=[C:9]([NH:11][C:12]([CH:14]4[CH2:15][CH2:16]4)=[O:13])[N:10]=3)[N:7]=2)=[CH:27][CH:26]=1. The yield is 0.770. (4) The product is [N:38]1[CH:39]=[CH:40][CH:41]=[C:36]([CH2:11][CH2:10][CH:12]2[CH2:17][N:16]([C:18]([O:20][C:21]([CH3:24])([CH3:22])[CH3:23])=[O:19])[CH2:15][CH2:14][N:13]2[C:25]([O:27][CH2:28][C:29]2[CH:30]=[CH:31][CH:32]=[CH:33][CH:34]=2)=[O:26])[CH:37]=1. The catalyst is [Pd].C1(P(C2C=CC=CC=2)C2C=CC=CC=2)C=CC=CC=1.C1(P(C2C=CC=CC=2)C2C=CC=CC=2)C=CC=CC=1.C1(P(C2C=CC=CC=2)C2C=CC=CC=2)C=CC=CC=1.C1(P(C2C=CC=CC=2)C2C=CC=CC=2)C=CC=CC=1. The reactants are C12BC(CCC1)CCC2.[CH:10]([CH:12]1[CH2:17][N:16]([C:18]([O:20][C:21]([CH3:24])([CH3:23])[CH3:22])=[O:19])[CH2:15][CH2:14][N:13]1[C:25]([O:27][CH2:28][C:29]1[CH:34]=[CH:33][CH:32]=[CH:31][CH:30]=1)=[O:26])=[CH2:11].Br[C:36]1[CH:37]=[N:38][CH:39]=[CH:40][CH:41]=1.C1(P(C2C=CC=CC=2)C2C=CC=CC=2)C=CC=CC=1.[OH-].[Na+]. The yield is 0.630. (5) The yield is 0.100. The reactants are [NH2:1][C:2]1[CH:7]=[C:6]([N+:8]([O-:10])=[O:9])[CH:5]=[CH:4][C:3]=1[OH:11].C(=O)([O-])[O-].[K+].[K+].[CH:18](I)([CH3:20])[CH3:19].[C:22]1(O)[CH:27]=CC=C[CH:23]=1.C1(O)C=CC=CC=1.NC1C=CC=CC=1. The product is [CH:18]([O:11][C:3]1[CH:4]=[CH:5][C:6]([N+:8]([O-:10])=[O:9])=[CH:7][C:2]=1[NH:1][CH:22]([CH3:27])[CH3:23])([CH3:20])[CH3:19]. The catalyst is CN(C)C=O.C(OCC)(=O)C.O. (6) The reactants are Cl[C:2]1[CH:11]=[CH:10][C:9]2[C:4](=[C:5]([C:12]3[NH:20][C:19]4[CH2:18][CH2:17][NH:16][C:15](=[O:21])[C:14]=4[CH:13]=3)[CH:6]=[CH:7][CH:8]=2)[N:3]=1.[N:22]1[CH:27]=[CH:26][CH:25]=[CH:24][C:23]=1[NH2:28].CC(C1C=C(C(C)C)C(C2C(P(C3CCCCC3)C3CCCCC3)=C(OC)C=CC=2OC)=C(C(C)C)C=1)C.[Li+].C[Si]([N-][Si](C)(C)C)(C)C. No catalyst specified. The product is [N:22]1[CH:27]=[CH:26][CH:25]=[CH:24][C:23]=1[NH:28][C:2]1[CH:11]=[CH:10][C:9]2[C:4](=[C:5]([C:12]3[NH:20][C:19]4[CH2:18][CH2:17][NH:16][C:15](=[O:21])[C:14]=4[CH:13]=3)[CH:6]=[CH:7][CH:8]=2)[N:3]=1. The yield is 0.290. (7) The catalyst is C1(C)C=CC=CC=1.C(OCC)(=O)C.C([O-])(=O)C.[Pd+2].C([O-])(=O)C.C1([C-]2C(C3C=CC=CC=3)=C(C3C=CC=CC=3)C(C3C=CC=CC=3)=C2C2C=CC=CC=2)C=CC=CC=1.C(P(C(C)(C)C)[C-]1C=CC=C1)(C)(C)C.[Fe+2]. The reactants are Br[C:2]1[CH:3]=[C:4]2[C:12](=[CH:13][CH:14]=1)[N:11]([CH2:15][C:16]1[CH:21]=[CH:20][CH:19]=[C:18]([F:22])[CH:17]=1)[C:10]1[CH2:9][CH2:8][CH:7]([NH:23][C:24](=[O:28])[CH:25]([CH3:27])[CH3:26])[CH2:6][C:5]2=1.[CH3:29][NH:30][CH3:31].CC(C)([O-])C.[Na+]. The product is [CH3:29][N:30]([CH3:31])[C:2]1[CH:3]=[C:4]2[C:12](=[CH:13][CH:14]=1)[N:11]([CH2:15][C:16]1[CH:21]=[CH:20][CH:19]=[C:18]([F:22])[CH:17]=1)[C:10]1[CH2:9][CH2:8][CH:7]([NH:23][C:24](=[O:28])[CH:25]([CH3:27])[CH3:26])[CH2:6][C:5]2=1. The yield is 0.740. (8) The reactants are [CH3:1][C:2]1[CH:7]=[C:6]([C:8]([CH3:10])=[O:9])[C:5]([OH:11])=[C:4]([N+:12]([O-:14])=[O:13])[CH:3]=1.[CH2:15]([O:18][C:19]1[CH:26]=[CH:25][C:22]([CH:23]=O)=[CH:21][C:20]=1[CH2:27][O:28][CH2:29][CH:30]=[CH2:31])[CH:16]=[CH2:17]. No catalyst specified. The product is [CH2:15]([O:18][C:19]1[CH:26]=[CH:25][C:22](/[CH:23]=[CH:10]/[C:8]([C:6]2[CH:7]=[C:2]([CH3:1])[CH:3]=[C:4]([N+:12]([O-:14])=[O:13])[C:5]=2[OH:11])=[O:9])=[CH:21][C:20]=1[CH2:27][O:28][CH2:29][CH:30]=[CH2:31])[CH:16]=[CH2:17]. The yield is 0.450. (9) The reactants are C(OC(=O)[N:7]([C:17]1[CH:22]=[CH:21][C:20]([CH:23](O)[C:24]2[C:32]3[C:27](=[N:28][CH:29]=[C:30]([CH3:33])[CH:31]=3)[N:26]([Si](C(C)C)(C(C)C)C(C)C)[CH:25]=2)=[C:19]([F:45])[N:18]=1)CC1C=CC(OC)=CC=1)(C)(C)C.C([SiH](CC)CC)C.FC(F)(F)C(O)=O. The catalyst is C(#N)C. The product is [F:45][C:19]1[N:18]=[C:17]([NH2:7])[CH:22]=[CH:21][C:20]=1[CH2:23][C:24]1[C:32]2[C:27](=[N:28][CH:29]=[C:30]([CH3:33])[CH:31]=2)[NH:26][CH:25]=1. The yield is 0.627. (10) The reactants are [F:1][C:2]1[CH:16]=[CH:15][CH:14]=[CH:13][C:3]=1[O:4][C:5]1[CH:12]=[CH:11][C:8]([CH:9]=[O:10])=[CH:7][CH:6]=1.CC(=CC)C.P([O-])(O)(O)=[O:23].[K+].Cl([O-])=O.[Na+]. The catalyst is C1COCC1.O.C(O)(C)(C)C. The product is [F:1][C:2]1[CH:16]=[CH:15][CH:14]=[CH:13][C:3]=1[O:4][C:5]1[CH:12]=[CH:11][C:8]([C:9]([OH:23])=[O:10])=[CH:7][CH:6]=1. The yield is 0.630.